From a dataset of Reaction yield outcomes from USPTO patents with 853,638 reactions. Predict the reaction yield, written as a fraction of the theoretical maximum amount of product (1.0 means a 100% yield; for example, 0.34 means a 34% yield). (1) The reactants are [C:1]([C:4]1[CH:5]=[C:6]2[C:11](=[CH:12][C:13]=1[O:14][CH3:15])[N:10]=[CH:9][CH:8]=[C:7]2Cl)(=[O:3])[NH2:2].[OH:17][C:18]1[CH:19]=[C:20]2[C:24](=[CH:25][CH:26]=1)[NH:23][CH:22]=[CH:21]2.C(N(C(C)C)CC)(C)C.CN1CCCC1=O. The catalyst is CS(C)=O. The product is [C:1]([C:4]1[CH:5]=[C:6]2[C:11](=[CH:12][C:13]=1[O:14][CH3:15])[N:10]=[CH:9][CH:8]=[C:7]2[O:17][C:18]1[CH:19]=[C:20]2[C:24](=[CH:25][CH:26]=1)[NH:23][CH:22]=[CH:21]2)(=[O:3])[NH2:2]. The yield is 0.458. (2) No catalyst specified. The product is [BrH:14].[OH:2][C:3]1[CH:4]=[CH:5][C:6]([CH2:9][CH2:10][CH2:11][CH2:12][NH2:13])=[CH:7][CH:8]=1. The yield is 0.900. The reactants are C[O:2][C:3]1[CH:8]=[CH:7][C:6]([CH2:9][CH2:10][CH2:11][CH2:12][NH2:13])=[CH:5][CH:4]=1.[BrH:14]. (3) The product is [C:1]([C:5]1[CH:9]=[C:8]([NH:10][C:18](=[O:19])[O:20][C:21]2[CH:26]=[CH:25][CH:24]=[CH:23][CH:22]=2)[N:7]([C:11]2[CH:12]=[N:13][CH:14]=[CH:15][CH:16]=2)[N:6]=1)([CH3:4])([CH3:2])[CH3:3]. The yield is 0.950. The reactants are [C:1]([C:5]1[CH:9]=[C:8]([NH2:10])[N:7]([C:11]2[CH:12]=[N:13][CH:14]=[CH:15][CH:16]=2)[N:6]=1)([CH3:4])([CH3:3])[CH3:2].Cl[C:18]([O:20][C:21]1[CH:26]=[CH:25][CH:24]=[CH:23][CH:22]=1)=[O:19]. No catalyst specified. (4) The reactants are [Cl:1][C:2]1[CH:7]=[CH:6][C:5]([O:8][C:9]2[CH:14]=[CH:13][C:12]([CH2:15][N:16]([CH3:20])[C:17]([NH2:19])=[NH:18])=[CH:11][CH:10]=2)=[CH:4][C:3]=1[C:21]([F:24])([F:23])[F:22].[OH:25]/[CH:26]=[C:27](/[CH2:32][C:33]1[CH:34]=[N:35][C:36]([O:39][CH3:40])=[N:37][CH:38]=1)\[C:28](OC)=O.C([O-])([O-])=O.[K+].[K+]. The catalyst is CN1C(=O)CCC1. The product is [Cl:1][C:2]1[CH:7]=[CH:6][C:5]([O:8][C:9]2[CH:14]=[CH:13][C:12]([CH2:15][N:16]([CH3:20])[C:17]3[NH:19][CH:28]=[C:27]([CH2:32][C:33]4[CH:34]=[N:35][C:36]([O:39][CH3:40])=[N:37][CH:38]=4)[C:26](=[O:25])[N:18]=3)=[CH:11][CH:10]=2)=[CH:4][C:3]=1[C:21]([F:22])([F:23])[F:24]. The yield is 0.0880. (5) The reactants are C([NH:5][S:6]([C:9]1[CH:10]=[C:11]([C:15]2[CH:20]=[CH:19][CH:18]=[C:17]([C:21]3[N:26]=[C:25]([CH3:27])[CH:24]=[C:23]([C:28]4[CH:33]=[CH:32][C:31]([C:34]([F:37])([F:36])[F:35])=[CH:30][CH:29]=4)[N:22]=3)[CH:16]=2)[CH:12]=[CH:13][CH:14]=1)(=[O:8])=[O:7])(C)(C)C.C(O)(C(F)(F)F)=O. The catalyst is ClCCl. The product is [CH3:27][C:25]1[CH:24]=[C:23]([C:28]2[CH:33]=[CH:32][C:31]([C:34]([F:37])([F:35])[F:36])=[CH:30][CH:29]=2)[N:22]=[C:21]([C:17]2[CH:16]=[C:15]([C:11]3[CH:12]=[CH:13][CH:14]=[C:9]([S:6]([NH2:5])(=[O:8])=[O:7])[CH:10]=3)[CH:20]=[CH:19][CH:18]=2)[N:26]=1. The yield is 0.900. (6) The reactants are [CH2:1]=[CH:2][CH2:3][CH2:4][CH3:5].[OH-].[Na+].Br[C:9]1[CH:10]=[C:11]2[C:16](=[C:17]([O:19][CH:20]3[CH2:25][CH2:24][N:23](C(OC(C)(C)C)=O)[CH2:22][CH2:21]3)[CH:18]=1)[N:15]=[CH:14][CH:13]=[CH:12]2. The catalyst is B1C2CCCC1CCC2.C1COCC1.CCOC(C)=O.[Pd](Cl)Cl.C1(P(C2C=CC=CC=2)[C-]2C=CC=C2)C=CC=CC=1.[C-]1(P(C2C=CC=CC=2)C2C=CC=CC=2)C=CC=C1.[Fe+2]. The product is [CH2:1]([C:9]1[CH:10]=[C:11]2[C:16](=[C:17]([O:19][CH:20]3[CH2:21][CH2:22][NH:23][CH2:24][CH2:25]3)[CH:18]=1)[N:15]=[CH:14][CH:13]=[CH:12]2)[CH2:2][CH2:3][CH2:4][CH3:5]. The yield is 0.890. (7) The reactants are [C:1]([O:5][C:6]([N:8]1[CH2:12][C@H:11]([OH:13])[CH2:10][C@H:9]1[C:14]([OH:16])=[O:15])=[O:7])([CH3:4])([CH3:3])[CH3:2].[N+](=[CH2:19])=[N-]. The catalyst is C1COCC1. The product is [OH:13][C@H:11]1[CH2:12][N:8]([C:6]([O:5][C:1]([CH3:4])([CH3:2])[CH3:3])=[O:7])[C@H:9]([C:14]([O:16][CH3:19])=[O:15])[CH2:10]1. The yield is 0.960. (8) The reactants are [CH:1]1([N:4]2[C:12]3[C:7](=[CH:8][CH:9]=[C:10]([OH:13])[CH:11]=3)[C:6]([C:14]#[N:15])=[CH:5]2)[CH2:3][CH2:2]1.C(OB(OC(C)C)OC(C)C)(C)C.[Li+].CC([N-]C(C)C)C.[CH:37]1([C@H:40]([O:42][C:43](=[O:52])[NH:44][C:45]2[CH:50]=[CH:49][C:48](I)=[CH:47][CH:46]=2)[CH3:41])[CH2:39][CH2:38]1.C([O-])([O-])=O.[K+].[K+]. The catalyst is C1COCC1.Cl[Pd]Cl.CN(C=O)C. The product is [CH:37]1([C@H:40]([O:42][C:43](=[O:52])[NH:44][C:45]2[CH:50]=[CH:49][C:48]([C:5]3[N:4]([CH:1]4[CH2:3][CH2:2]4)[C:12]4[C:7]([C:6]=3[C:14]#[N:15])=[CH:8][CH:9]=[C:10]([OH:13])[CH:11]=4)=[CH:47][CH:46]=2)[CH3:41])[CH2:39][CH2:38]1. The yield is 0.970. (9) The reactants are [Cl:1][C:2]1[CH:3]=[C:4]2[C:9](=[CH:10][C:11]=1[OH:12])[O:8][CH:7]=[C:6]([C:13]1[CH:18]=[CH:17][CH:16]=[CH:15][C:14]=1[F:19])[C:5]2=O.O.[NH2:22][NH2:23]. The catalyst is C(O)C. The product is [Cl:1][C:2]1[CH:3]=[C:4]([C:5]2[C:6]([C:13]3[CH:18]=[CH:17][CH:16]=[CH:15][C:14]=3[F:19])=[CH:7][NH:23][N:22]=2)[C:9]([OH:8])=[CH:10][C:11]=1[OH:12]. The yield is 0.724.